From a dataset of Forward reaction prediction with 1.9M reactions from USPTO patents (1976-2016). Predict the product of the given reaction. (1) Given the reactants [I:1][C:2]1[CH:3]=[C:4]([CH:8]=[CH:9][CH:10]=1)[C:5]([OH:7])=O.C([N:13]([CH:17]([CH3:19])[CH3:18])C(C)C)C.C1(N)CC1, predict the reaction product. The product is: [CH:17]1([NH:13][C:5](=[O:7])[C:4]2[CH:8]=[CH:9][CH:10]=[C:2]([I:1])[CH:3]=2)[CH2:19][CH2:18]1. (2) Given the reactants F[C:2]1[CH:7]=[C:6]([C:8]2[CH:9]=[C:10]3[C:16](I)=[CH:15][N:14]([S:18]([C:21]4[CH:27]=[CH:26][C:24]([CH3:25])=[CH:23][CH:22]=4)(=[O:20])=[O:19])[C:11]3=[N:12][CH:13]=2)[CH:5]=[CH:4][C:3]=1[CH:28]1[CH2:33][CH2:32][N:31]([C:34]([O:36][C:37]([CH3:40])([CH3:39])[CH3:38])=[O:35])[CH2:30][CH2:29]1.[CH3:41][C:42]1[CH:43]=[C:44]([CH:60]=[CH:61][CH:62]=1)[CH2:45][N:46]1[CH:50]=[C:49](B2OC(C)(C)C(C)(C)O2)[CH:48]=[N:47]1.C(=O)([O-])[O-].[Na+].[Na+], predict the reaction product. The product is: [CH3:41][C:42]1[CH:43]=[C:44]([CH:60]=[CH:61][CH:62]=1)[CH2:45][N:46]1[CH:50]=[C:49]([C:16]2[C:10]3[C:11](=[N:12][CH:13]=[C:8]([C:6]4[CH:7]=[CH:2][C:3]([CH:28]5[CH2:29][CH2:30][N:31]([C:34]([O:36][C:37]([CH3:40])([CH3:39])[CH3:38])=[O:35])[CH2:32][CH2:33]5)=[CH:4][CH:5]=4)[CH:9]=3)[N:14]([S:18]([C:21]3[CH:27]=[CH:26][C:24]([CH3:25])=[CH:23][CH:22]=3)(=[O:20])=[O:19])[CH:15]=2)[CH:48]=[N:47]1. (3) Given the reactants [OH2:1].[OH-:2].[Li+].[CH2:4]1[CH2:8]O[CH2:6][CH2:5]1.[CH3:9][OH:10].C[CH2:12][O:13][C:14]([CH3:16])=O, predict the reaction product. The product is: [OH:1][C:4]1[CH:8]=[CH:6][CH:5]=[C:4]2[C:5]=1[CH:6]=[C:14]([O:13][CH3:12])[C:16]([C:9]([OH:10])=[O:2])=[CH:8]2.